This data is from Reaction yield outcomes from USPTO patents with 853,638 reactions. The task is: Predict the reaction yield, written as a fraction of the theoretical maximum amount of product (1.0 means a 100% yield; for example, 0.34 means a 34% yield). The reactants are Cl[C:2]([O:4][CH3:5])=[O:3].[CH2:6]([O:8][C:9](=[O:20])[CH:10]([N:12]1[CH2:17][CH2:16][CH2:15][CH:14]([NH2:18])[C:13]1=[O:19])[CH3:11])[CH3:7].CN1CCOCC1. The catalyst is ClCCl. The product is [CH2:6]([O:8][C:9](=[O:20])[CH:10]([N:12]1[CH2:17][CH2:16][CH2:15][CH:14]([NH:18][C:2]([O:4][CH3:5])=[O:3])[C:13]1=[O:19])[CH3:11])[CH3:7]. The yield is 0.750.